From a dataset of Reaction yield outcomes from USPTO patents with 853,638 reactions. Predict the reaction yield, written as a fraction of the theoretical maximum amount of product (1.0 means a 100% yield; for example, 0.34 means a 34% yield). (1) The reactants are [Cl:1][C:2]1[CH:8]=[C:7]([O:9][C:10]2[C:19]3[C:14](=[CH:15][C:16]([O:22][CH3:23])=[C:17]([O:20][CH3:21])[CH:18]=3)[N:13]=[CH:12][N:11]=2)[CH:6]=[CH:5][C:3]=1[NH2:4].ClC(Cl)(O[C:28](=[O:34])OC(Cl)(Cl)Cl)Cl.[CH:36]([NH2:40])([CH2:38][CH3:39])[CH3:37].C(=O)([O-])O.[Na+]. The catalyst is C(Cl)(Cl)Cl.C(N(CC)CC)C. The product is [CH:36]([NH:40][C:28]([NH:4][C:3]1[CH:5]=[CH:6][C:7]([O:9][C:10]2[C:19]3[C:14](=[CH:15][C:16]([O:22][CH3:23])=[C:17]([O:20][CH3:21])[CH:18]=3)[N:13]=[CH:12][N:11]=2)=[CH:8][C:2]=1[Cl:1])=[O:34])([CH2:38][CH3:39])[CH3:37]. The yield is 0.520. (2) The yield is 1.00. The product is [CH3:1][C@H:2]1[NH:7][C@@H:6]([CH3:8])[CH2:5][N:4]([S:9]([CH2:12][C:13]2[CH:18]=[CH:17][C:16]([NH2:19])=[CH:15][CH:14]=2)(=[O:11])=[O:10])[CH2:3]1. The catalyst is CO.[Pd]. The reactants are [CH3:1][C@H:2]1[NH:7][C@@H:6]([CH3:8])[CH2:5][N:4]([S:9]([CH2:12][C:13]2[CH:18]=[CH:17][C:16]([N+:19]([O-])=O)=[CH:15][CH:14]=2)(=[O:11])=[O:10])[CH2:3]1. (3) The reactants are C([O:3][C:4](=O)[CH2:5][C:6]([CH:8]1[CH2:13][CH2:12][N:11]([C:14]([O:16][CH2:17][C:18]2[CH:23]=[CH:22][CH:21]=[CH:20][CH:19]=2)=[O:15])[CH:10]([C:24]2[N:28]([CH3:29])[N:27]=[N:26][N:25]=2)[CH2:9]1)=[O:7])C.[OH-].[Na+].[NH2:33]O.Cl. The catalyst is CO.O. The product is [CH3:29][N:28]1[C:24]([CH:10]2[CH2:9][CH:8]([C:6]3[O:7][NH:33][C:4](=[O:3])[CH:5]=3)[CH2:13][CH2:12][N:11]2[C:14]([O:16][CH2:17][C:18]2[CH:19]=[CH:20][CH:21]=[CH:22][CH:23]=2)=[O:15])=[N:25][N:26]=[N:27]1. The yield is 0.560. (4) The catalyst is CO.[Zn]. The reactants are [F:1][C:2]1[CH:14]=[C:13]([N+:15]([O-])=O)[CH:12]=[CH:11][C:3]=1[C:4]([NH:6][CH2:7][C:8]([OH:10])=[O:9])=[O:5].C([O-])=O.[NH4+]. The yield is 0.670. The product is [NH2:15][C:13]1[CH:12]=[CH:11][C:3]([C:4]([NH:6][CH2:7][C:8]([OH:10])=[O:9])=[O:5])=[C:2]([F:1])[CH:14]=1. (5) The reactants are [Cl:1][C:2]1[CH:7]=[CH:6][CH:5]=[CH:4][C:3]=1[C:8]1[N:9]([C:21]2[CH:26]=[CH:25][C:24]([Cl:27])=[CH:23][CH:22]=2)[CH:10]=[C:11]([C:13]([N:15]2[CH2:20][CH2:19][S:18][CH2:17][CH2:16]2)=[O:14])[N:12]=1.OO.C([O-])(O)=[O:31].[Na+]. The catalyst is CC(C)=O.O. The product is [Cl:1][C:2]1[CH:7]=[CH:6][CH:5]=[CH:4][C:3]=1[C:8]1[N:9]([C:21]2[CH:26]=[CH:25][C:24]([Cl:27])=[CH:23][CH:22]=2)[CH:10]=[C:11]([C:13]([N:15]2[CH2:16][CH2:17][S:18](=[O:31])[CH2:19][CH2:20]2)=[O:14])[N:12]=1. The yield is 0.540. (6) The reactants are [C:1]([C:6]1[CH:7]=[CH:8][C:9]([O:29]C)=[C:10]([CH:28]=1)[C:11]([NH:13][C:14]1[CH:19]=[C:18]([C:20]([F:23])([F:22])[F:21])[CH:17]=[C:16]([C:24]([F:27])([F:26])[F:25])[CH:15]=1)=[O:12])(=[O:5])[CH:2]([CH3:4])[CH3:3].N1C(C)=CC(C)=CC=1C.[I-].[Li+].Cl. No catalyst specified. The product is [F:21][C:20]([F:22])([F:23])[C:18]1[CH:19]=[C:14]([NH:13][C:11](=[O:12])[C:10]2[CH:28]=[C:6]([C:1](=[O:5])[CH:2]([CH3:3])[CH3:4])[CH:7]=[CH:8][C:9]=2[OH:29])[CH:15]=[C:16]([C:24]([F:26])([F:27])[F:25])[CH:17]=1. The yield is 0.653.